This data is from NCI-60 drug combinations with 297,098 pairs across 59 cell lines. The task is: Regression. Given two drug SMILES strings and cell line genomic features, predict the synergy score measuring deviation from expected non-interaction effect. (1) Drug 1: CC1CCC2CC(C(=CC=CC=CC(CC(C(=O)C(C(C(=CC(C(=O)CC(OC(=O)C3CCCCN3C(=O)C(=O)C1(O2)O)C(C)CC4CCC(C(C4)OC)O)C)C)O)OC)C)C)C)OC. Cell line: NCI/ADR-RES. Synergy scores: CSS=9.14, Synergy_ZIP=-2.70, Synergy_Bliss=1.61, Synergy_Loewe=2.79, Synergy_HSA=2.11. Drug 2: C1=NC(=NC(=O)N1C2C(C(C(O2)CO)O)O)N. (2) Drug 1: C1C(C(OC1N2C=C(C(=O)NC2=O)F)CO)O. Drug 2: CCC1=C2CN3C(=CC4=C(C3=O)COC(=O)C4(CC)O)C2=NC5=C1C=C(C=C5)O. Cell line: CCRF-CEM. Synergy scores: CSS=67.3, Synergy_ZIP=-0.487, Synergy_Bliss=-0.172, Synergy_Loewe=-8.08, Synergy_HSA=1.86. (3) Drug 1: C1C(C(OC1N2C=NC3=C2NC=NCC3O)CO)O. Drug 2: C1C(C(OC1N2C=NC(=NC2=O)N)CO)O. Cell line: U251. Synergy scores: CSS=1.85, Synergy_ZIP=-1.03, Synergy_Bliss=-0.693, Synergy_Loewe=-3.14, Synergy_HSA=-2.50. (4) Drug 1: C1=C(C(=O)NC(=O)N1)F. Drug 2: CS(=O)(=O)OCCCCOS(=O)(=O)C. Cell line: T-47D. Synergy scores: CSS=22.7, Synergy_ZIP=-4.75, Synergy_Bliss=-10.6, Synergy_Loewe=-22.0, Synergy_HSA=-11.8. (5) Drug 1: CCN(CC)CCNC(=O)C1=C(NC(=C1C)C=C2C3=C(C=CC(=C3)F)NC2=O)C. Drug 2: CN(CC1=CN=C2C(=N1)C(=NC(=N2)N)N)C3=CC=C(C=C3)C(=O)NC(CCC(=O)O)C(=O)O. Cell line: HT29. Synergy scores: CSS=21.9, Synergy_ZIP=-2.23, Synergy_Bliss=-0.685, Synergy_Loewe=-36.2, Synergy_HSA=-4.11. (6) Drug 1: CC1=C(C=C(C=C1)C(=O)NC2=CC(=CC(=C2)C(F)(F)F)N3C=C(N=C3)C)NC4=NC=CC(=N4)C5=CN=CC=C5. Drug 2: C1=CC=C(C(=C1)C(C2=CC=C(C=C2)Cl)C(Cl)Cl)Cl. Cell line: MALME-3M. Synergy scores: CSS=8.54, Synergy_ZIP=-1.70, Synergy_Bliss=1.31, Synergy_Loewe=4.07, Synergy_HSA=1.90. (7) Drug 1: CN(C)C1=NC(=NC(=N1)N(C)C)N(C)C. Drug 2: CC=C1C(=O)NC(C(=O)OC2CC(=O)NC(C(=O)NC(CSSCCC=C2)C(=O)N1)C(C)C)C(C)C. Cell line: SNB-75. Synergy scores: CSS=54.0, Synergy_ZIP=4.22, Synergy_Bliss=5.57, Synergy_Loewe=-71.4, Synergy_HSA=4.30. (8) Cell line: OVCAR3. Drug 2: CC1C(C(CC(O1)OC2CC(CC3=C2C(=C4C(=C3O)C(=O)C5=CC=CC=C5C4=O)O)(C(=O)C)O)N)O. Drug 1: CS(=O)(=O)C1=CC(=C(C=C1)C(=O)NC2=CC(=C(C=C2)Cl)C3=CC=CC=N3)Cl. Synergy scores: CSS=34.7, Synergy_ZIP=-3.49, Synergy_Bliss=-2.59, Synergy_Loewe=-4.91, Synergy_HSA=-2.77. (9) Drug 1: CS(=O)(=O)C1=CC(=C(C=C1)C(=O)NC2=CC(=C(C=C2)Cl)C3=CC=CC=N3)Cl. Drug 2: C1=CN(C(=O)N=C1N)C2C(C(C(O2)CO)O)O.Cl. Cell line: HL-60(TB). Synergy scores: CSS=45.2, Synergy_ZIP=12.8, Synergy_Bliss=14.4, Synergy_Loewe=-29.8, Synergy_HSA=12.4. (10) Drug 1: C1=CC(=C2C(=C1NCCNCCO)C(=O)C3=C(C=CC(=C3C2=O)O)O)NCCNCCO. Drug 2: CNC(=O)C1=NC=CC(=C1)OC2=CC=C(C=C2)NC(=O)NC3=CC(=C(C=C3)Cl)C(F)(F)F. Cell line: UACC-257. Synergy scores: CSS=30.5, Synergy_ZIP=-1.85, Synergy_Bliss=-1.41, Synergy_Loewe=-3.36, Synergy_HSA=-2.03.